From a dataset of Forward reaction prediction with 1.9M reactions from USPTO patents (1976-2016). Predict the product of the given reaction. (1) Given the reactants C([O:4][C@@H:5]1[C@@H:10]([O:11]C(=O)C)[C@H:9]([C:15]2[CH:20]=[CH:19][C:18]([Cl:21])=[C:17]([CH2:22][C:23]3[CH:28]=[CH:27][C:26]([O:29][CH2:30][CH3:31])=[CH:25][CH:24]=3)[CH:16]=2)[O:8]/[C:7](=[N:32]\[OH:33])/[C@H:6]1[O:34]C(=O)C)(=O)C.N, predict the reaction product. The product is: [Cl:21][C:18]1[CH:19]=[CH:20][C:15]([C@@H:9]2[O:8][C:7](=[N:32][OH:33])[C@@H:6]([OH:34])[C@H:5]([OH:4])[C@H:10]2[OH:11])=[CH:16][C:17]=1[CH2:22][C:23]1[CH:28]=[CH:27][C:26]([O:29][CH2:30][CH3:31])=[CH:25][CH:24]=1. (2) Given the reactants Br[C:2]1[CH:3]=[C:4]2[C:8](=[CH:9][CH:10]=1)[N:7]([C:11]1[C:20]3[C:15](=[CH:16][CH:17]=[C:18]([O:21][CH3:22])[CH:19]=3)[N:14]=[C:13]([C:23]3[CH:24]=[N:25][CH:26]=[CH:27][CH:28]=3)[N:12]=1)[CH2:6][CH2:5]2.[F:29][C:30]1[C:35]([F:36])=[CH:34][CH:33]=[CH:32][C:31]=1B(O)O.[O-]P([O-])([O-])=O.[K+].[K+].[K+], predict the reaction product. The product is: [F:29][C:30]1[C:35]([F:36])=[CH:34][CH:33]=[CH:32][C:31]=1[C:2]1[CH:3]=[C:4]2[C:8](=[CH:9][CH:10]=1)[N:7]([C:11]1[C:20]3[C:15](=[CH:16][CH:17]=[C:18]([O:21][CH3:22])[CH:19]=3)[N:14]=[C:13]([C:23]3[CH:24]=[N:25][CH:26]=[CH:27][CH:28]=3)[N:12]=1)[CH2:6][CH2:5]2. (3) Given the reactants [O:1]=[C:2]([C:15]1[CH:20]=[CH:19][CH:18]=[CH:17][CH:16]=1)[CH2:3][CH:4]([NH:8][C:9](=[O:14])[C:10]([F:13])([F:12])[F:11])[C:5]([OH:7])=O.[CH2:21]([NH2:25])[CH:22]([CH3:24])[CH3:23].Cl.CN(C)CCCN=C=NCC.O.N1(O)C2C=CC=CC=2N=N1.C(N(CC)C(C)C)(C)C.C(=O)(O)[O-].[Na+], predict the reaction product. The product is: [CH2:21]([NH:25][C:5](=[O:7])[CH:4]([NH:8][C:9](=[O:14])[C:10]([F:13])([F:12])[F:11])[CH2:3][C:2](=[O:1])[C:15]1[CH:20]=[CH:19][CH:18]=[CH:17][CH:16]=1)[CH:22]([CH3:24])[CH3:23]. (4) Given the reactants [NH2:1][C:2](=[S:9])[CH2:3][C:4]([O:6][CH2:7][CH3:8])=[O:5].Br[CH2:11][C:12]([C:14]1[CH:19]=[CH:18][C:17]([F:20])=[CH:16][CH:15]=1)=O, predict the reaction product. The product is: [F:20][C:17]1[CH:18]=[CH:19][C:14]([C:12]2[N:1]=[C:2]([CH2:3][C:4]([O:6][CH2:7][CH3:8])=[O:5])[S:9][CH:11]=2)=[CH:15][CH:16]=1. (5) Given the reactants [Cl:1][C:2]1[CH:3]=[CH:4][C:5]([O:38][CH3:39])=[C:6]([C:8]2[C:12]([NH:13][C:14]([C:16]3[CH:17]=[N:18][N:19]4[CH:24]=[CH:23][CH:22]=[N:21][C:20]=34)=[O:15])=[CH:11][N:10]([CH2:25][CH2:26][N:27]3C(=O)C4C(=CC=CC=4)C3=O)[N:9]=2)[CH:7]=1.NN, predict the reaction product. The product is: [NH2:27][CH2:26][CH2:25][N:10]1[CH:11]=[C:12]([NH:13][C:14]([C:16]2[CH:17]=[N:18][N:19]3[CH:24]=[CH:23][CH:22]=[N:21][C:20]=23)=[O:15])[C:8]([C:6]2[CH:7]=[C:2]([Cl:1])[CH:3]=[CH:4][C:5]=2[O:38][CH3:39])=[N:9]1. (6) Given the reactants Cl.[Br:2][C:3]1[CH:4]=[C:5]([CH2:9]Cl)[CH:6]=[NH+:7][CH:8]=1.C(N(CC)CC)C.[C:18]([NH:25][C:26]([O:28][C:29]([CH3:32])([CH3:31])[CH3:30])=[O:27])([O:20][C:21]([CH3:24])([CH3:23])[CH3:22])=[O:19].[K], predict the reaction product. The product is: [Br:2][C:3]1[CH:4]=[C:5]([CH2:9][N:25]([C:18]([O:20][C:21]([CH3:24])([CH3:23])[CH3:22])=[O:19])[C:26]([O:28][C:29]([CH3:30])([CH3:31])[CH3:32])=[O:27])[CH:6]=[N:7][CH:8]=1.